This data is from Forward reaction prediction with 1.9M reactions from USPTO patents (1976-2016). The task is: Predict the product of the given reaction. (1) Given the reactants Cl[C:2]1[CH:7]=[C:6]([Cl:8])[N:5]=[C:4]([CH2:9][Cl:10])[N:3]=1.[CH2:11]([N:13](CC)[CH2:14][CH3:15])[CH3:12].N1CCCC1.O, predict the reaction product. The product is: [Cl:8][C:6]1[CH:7]=[C:2]([N:13]2[CH2:14][CH2:15][CH2:12][CH2:11]2)[N:3]=[C:4]([CH2:9][Cl:10])[N:5]=1. (2) Given the reactants [CH3:1][O:2][C:3]1[N:8]=[C:7]([NH2:9])[CH:6]=[CH:5][C:4]=1[N:10]1[CH:14]=[C:13]([CH3:15])[N:12]=[CH:11]1.Cl[C:17]1[CH:18]=[CH:19][C:20]2[CH2:26][N:25]([CH3:27])[CH2:24][CH:23]([CH2:28][CH:29]([CH2:32][F:33])[CH2:30][F:31])[O:22][C:21]=2[N:34]=1.CCC([O-])(C)C.[Na+], predict the reaction product. The product is: [F:31][CH2:30][CH:29]([CH2:32][F:33])[CH2:28][CH:23]1[O:22][C:21]2[N:34]=[C:17]([NH:9][C:7]3[CH:6]=[CH:5][C:4]([N:10]4[CH:14]=[C:13]([CH3:15])[N:12]=[CH:11]4)=[C:3]([O:2][CH3:1])[N:8]=3)[CH:18]=[CH:19][C:20]=2[CH2:26][N:25]([CH3:27])[CH2:24]1.